Dataset: Peptide-MHC class II binding affinity with 134,281 pairs from IEDB. Task: Regression. Given a peptide amino acid sequence and an MHC pseudo amino acid sequence, predict their binding affinity value. This is MHC class II binding data. (1) The peptide sequence is GELQIVPKIDAAFKI. The MHC is DRB1_0404 with pseudo-sequence DRB1_0404. The binding affinity (normalized) is 0.461. (2) The peptide sequence is EVFFQRLGIASGRARY. The MHC is H-2-IAs with pseudo-sequence H-2-IAs. The binding affinity (normalized) is 0.490. (3) The peptide sequence is LSRNSTHEMYYVSGA. The MHC is DRB1_0404 with pseudo-sequence DRB1_0404. The binding affinity (normalized) is 0. (4) The peptide sequence is KPVSQMRMATPL. The MHC is H-2-IAb with pseudo-sequence H-2-IAb. The binding affinity (normalized) is 0.145. (5) The peptide sequence is MTVGVAVAALTVLPT. The MHC is H-2-IAd with pseudo-sequence H-2-IAd. The binding affinity (normalized) is 0.365. (6) The peptide sequence is LVKPGAGIMIFDPYG. The MHC is HLA-DPA10103-DPB10301 with pseudo-sequence HLA-DPA10103-DPB10301. The binding affinity (normalized) is 0.